From a dataset of Forward reaction prediction with 1.9M reactions from USPTO patents (1976-2016). Predict the product of the given reaction. (1) Given the reactants Br[C:2]1[CH:10]=[C:9]2[C:5]([C:6]3[CH2:15][CH2:14][N:13]([CH3:16])[CH2:12][C:7]=3[N:8]2[CH3:11])=[CH:4][CH:3]=1.[CH2:17]([O:24][C:25]1[CH:30]=[CH:29][NH:28][C:27](=[O:31])[CH:26]=1)[C:18]1[CH:23]=[CH:22][CH:21]=[CH:20][CH:19]=1.OC1C=CC=C2C=1N=CC=C2.C([O-])([O-])=O.[K+].[K+].[ClH:49].CCOCC, predict the reaction product. The product is: [ClH:49].[CH2:17]([O:24][C:25]1[CH:30]=[CH:29][N:28]([C:2]2[CH:10]=[C:9]3[C:5]([C:6]4[CH2:15][CH2:14][N:13]([CH3:16])[CH2:12][C:7]=4[N:8]3[CH3:11])=[CH:4][CH:3]=2)[C:27](=[O:31])[CH:26]=1)[C:18]1[CH:19]=[CH:20][CH:21]=[CH:22][CH:23]=1. (2) Given the reactants [CH2:1]([N:3]1[N:7]=[C:6]([CH:8]2[CH2:13][CH2:12][N:11]([C:14]3[CH:19]=[CH:18][C:17](/[N:20]=[CH:21]/[C:22]4[O:23][C:24]([N+:27]([O-:29])=[O:28])=[CH:25][CH:26]=4)=[CH:16][CH:15]=3)[CH2:10][CH2:9]2)[O:5][C:4]1=[O:30])[CH3:2].C([BH3-])#N.[Na+].C(=O)(O)[O-].[Na+], predict the reaction product. The product is: [CH2:1]([N:3]1[N:7]=[C:6]([CH:8]2[CH2:9][CH2:10][N:11]([C:14]3[CH:15]=[CH:16][C:17]([NH:20][CH2:21][C:22]4[O:23][C:24]([N+:27]([O-:29])=[O:28])=[CH:25][CH:26]=4)=[CH:18][CH:19]=3)[CH2:12][CH2:13]2)[O:5][C:4]1=[O:30])[CH3:2]. (3) The product is: [ClH:1].[Br:16][C:14]1[CH:13]=[CH:12][C:11]([S:17]([CH2:20][CH3:21])(=[O:19])=[O:18])=[C:10]([CH:15]=1)[CH2:9][NH2:8]. Given the reactants [ClH:1].C(OC(=O)[NH:8][CH2:9][C:10]1[CH:15]=[C:14]([Br:16])[CH:13]=[CH:12][C:11]=1[S:17]([CH2:20][CH3:21])(=[O:19])=[O:18])(C)(C)C, predict the reaction product.